This data is from Peptide-MHC class II binding affinity with 134,281 pairs from IEDB. The task is: Regression. Given a peptide amino acid sequence and an MHC pseudo amino acid sequence, predict their binding affinity value. This is MHC class II binding data. (1) The peptide sequence is STGGAYDTYKCIPSL. The MHC is HLA-DQA10101-DQB10501 with pseudo-sequence HLA-DQA10101-DQB10501. The binding affinity (normalized) is 0.491. (2) The peptide sequence is KGDEQKLRSAGEVEI. The MHC is DRB1_0401 with pseudo-sequence DRB1_0401. The binding affinity (normalized) is 0. (3) The peptide sequence is KEYTFPITLSSTSNP. The MHC is DRB3_0101 with pseudo-sequence DRB3_0101. The binding affinity (normalized) is 0.341. (4) The peptide sequence is KLCPNNLCCSQWGWC. The MHC is HLA-DPA10201-DPB10501 with pseudo-sequence HLA-DPA10201-DPB10501. The binding affinity (normalized) is 0.0712. (5) The peptide sequence is GGRLAFQEFMIVPCE. The MHC is HLA-DPA10201-DPB11401 with pseudo-sequence HLA-DPA10201-DPB11401. The binding affinity (normalized) is 0.257.